This data is from NCI-60 drug combinations with 297,098 pairs across 59 cell lines. The task is: Regression. Given two drug SMILES strings and cell line genomic features, predict the synergy score measuring deviation from expected non-interaction effect. (1) Drug 1: CC1OCC2C(O1)C(C(C(O2)OC3C4COC(=O)C4C(C5=CC6=C(C=C35)OCO6)C7=CC(=C(C(=C7)OC)O)OC)O)O. Drug 2: CCN(CC)CCCC(C)NC1=C2C=C(C=CC2=NC3=C1C=CC(=C3)Cl)OC. Cell line: HOP-92. Synergy scores: CSS=50.0, Synergy_ZIP=-11.4, Synergy_Bliss=-3.37, Synergy_Loewe=0.313, Synergy_HSA=2.81. (2) Cell line: K-562. Drug 1: C1=CN(C=N1)CC(O)(P(=O)(O)O)P(=O)(O)O. Drug 2: C1C(C(OC1N2C=NC(=NC2=O)N)CO)O. Synergy scores: CSS=29.9, Synergy_ZIP=0.960, Synergy_Bliss=0.646, Synergy_Loewe=0.705, Synergy_HSA=3.44.